Dataset: Full USPTO retrosynthesis dataset with 1.9M reactions from patents (1976-2016). Task: Predict the reactants needed to synthesize the given product. (1) Given the product [F:19][C:20]1[CH:25]=[C:24]([N+:26]([O-:28])=[O:27])[CH:23]=[CH:22][C:21]=1[O:29][C:2]1[CH:7]=[CH:6][N:5]=[C:4]2[CH:8]=[C:9]([C:11]3[N:12]=[CH:13][N:14]([CH:16]([CH3:18])[CH3:17])[CH:15]=3)[S:10][C:3]=12, predict the reactants needed to synthesize it. The reactants are: Cl[C:2]1[CH:7]=[CH:6][N:5]=[C:4]2[CH:8]=[C:9]([C:11]3[N:12]=[CH:13][N:14]([CH:16]([CH3:18])[CH3:17])[CH:15]=3)[S:10][C:3]=12.[F:19][C:20]1[CH:25]=[C:24]([N+:26]([O-:28])=[O:27])[CH:23]=[CH:22][C:21]=1[OH:29].C(=O)([O-])[O-].[K+].[K+].CO.C(Cl)Cl. (2) Given the product [C:20]([NH:19][C@H:11]1[C@@H:12]2[O:13][C:14]([CH3:18])([CH3:17])[O:15][C@@H:16]2[C:8]([C:6]([O-:5])=[O:7])=[CH:9][C@H:10]1[OH:27])(=[O:22])[CH3:21].[Na+:45], predict the reactants needed to synthesize it. The reactants are: [K+].[Br-].C([O:5][C:6]([C:8]1[C@@H:16]2[C@@H:12]([O:13][C:14]([CH3:18])([CH3:17])[O:15]2)[C@H:11]([NH:19][C:20](=[O:22])[CH3:21])[C:10](=NO)[CH:9]=1)=[O:7])C.C(N[C@H]1[C@@H]2OC(C)(C)O[C@@H]2C(C([O-])=O)=C/C/1=N\O)(=[O:27])C.[Na+:45].C(OC(C1C[C@H](NC(OC(C)(C)C)=O)[C@@H](NC(=O)C)[C@H](O)C=1)=O)C.[CH2-]C(C)=O. (3) Given the product [Na+:33].[F:1][C:2]1[CH:31]=[CH:30][C:5]([CH2:6][N:7]2[C:15]3[CH:14]=[CH:13][CH:12]=[CH:11][C:10]=3[C:9]3[CH2:16][C@H:17]4[C:22](=[O:23])[N:21]([CH2:24][CH2:25][C:26]([O-:28])=[O:27])[C:20](=[O:29])[N:18]4[CH2:19][C:8]2=3)=[CH:4][CH:3]=1, predict the reactants needed to synthesize it. The reactants are: [F:1][C:2]1[CH:31]=[CH:30][C:5]([CH2:6][N:7]2[C:15]3[CH:14]=[CH:13][CH:12]=[CH:11][C:10]=3[C:9]3[CH2:16][C@H:17]4[C:22](=[O:23])[N:21]([CH2:24][CH2:25][C:26]([OH:28])=[O:27])[C:20](=[O:29])[N:18]4[CH2:19][C:8]2=3)=[CH:4][CH:3]=1.[OH-].[Na+:33].